Dataset: Forward reaction prediction with 1.9M reactions from USPTO patents (1976-2016). Task: Predict the product of the given reaction. (1) Given the reactants [C:1]([SiH2:5][O:6][C:7]([CH3:18])([CH3:17])[C:8]1[N:13]=[C:12]([C@@H:14]([NH2:16])[CH3:15])[CH:11]=[CH:10][CH:9]=1)([CH3:4])([CH3:3])[CH3:2].[C:19]1([CH2:25][CH:26]=O)[CH:24]=[CH:23][CH:22]=[CH:21][CH:20]=1.C(O[BH-](OC(=O)C)OC(=O)C)(=O)C.[Na+], predict the reaction product. The product is: [C:1]([SiH2:5][O:6][C:7]([CH3:17])([CH3:18])[C:8]1[N:13]=[C:12]([C@@H:14]([NH:16][CH2:26][CH2:25][C:19]2[CH:24]=[CH:23][CH:22]=[CH:21][CH:20]=2)[CH3:15])[CH:11]=[CH:10][CH:9]=1)([CH3:4])([CH3:2])[CH3:3]. (2) Given the reactants Cl[C:2](Cl)([C:11]1[CH:16]=[CH:15][CH:14]=[C:13]([O:17][CH3:18])[CH:12]=1)[C:3]1[CH:8]=[CH:7][CH:6]=[C:5]([O:9][CH3:10])[CH:4]=1.[OH:20][C:21]1[CH:22]=[C:23]([CH:29]=[CH:30][C:31]=1[OH:32])[C:24]([O:26][CH2:27][CH3:28])=[O:25], predict the reaction product. The product is: [CH2:27]([O:26][C:24]([C:23]1[CH:29]=[CH:30][C:31]2[O:32][C:2]([C:11]3[CH:16]=[CH:15][CH:14]=[C:13]([O:17][CH3:18])[CH:12]=3)([C:3]3[CH:8]=[CH:7][CH:6]=[C:5]([O:9][CH3:10])[CH:4]=3)[O:20][C:21]=2[CH:22]=1)=[O:25])[CH3:28]. (3) Given the reactants [Cl:1][C:2]1[CH:3]=[CH:4][C:5]([CH2:8]O)=[N:6][CH:7]=1.S(Cl)([Cl:12])=O.C(=O)([O-])O.[Na+], predict the reaction product. The product is: [Cl:1][C:2]1[CH:3]=[CH:4][C:5]([CH2:8][Cl:12])=[N:6][CH:7]=1. (4) The product is: [C:1]([C:3]1[CH:33]=[CH:32][C:6]([CH2:7][NH:8][C:9](=[O:31])[CH:10]([C:14]2[C:15]([F:30])=[CH:16][C:17]([C:35]3[CH:42]=[CH:41][CH:40]=[CH:39][C:36]=3[CH:37]=[O:38])=[CH:18][C:19]=2[F:20])[O:11][CH2:12][CH3:13])=[CH:5][CH:4]=1)#[N:2]. Given the reactants [C:1]([C:3]1[CH:33]=[CH:32][C:6]([CH2:7][NH:8][C:9](=[O:31])[CH:10]([C:14]2[C:19]([F:20])=[CH:18][C:17](B3OC(C)(C)C(C)(C)O3)=[CH:16][C:15]=2[F:30])[O:11][CH2:12][CH3:13])=[CH:5][CH:4]=1)#[N:2].Br[C:35]1[CH:42]=[CH:41][CH:40]=[CH:39][C:36]=1[CH:37]=[O:38], predict the reaction product.